Dataset: Catalyst prediction with 721,799 reactions and 888 catalyst types from USPTO. Task: Predict which catalyst facilitates the given reaction. (1) Reactant: [C:1]([C:3]1[C:4]([O:29]C)=[C:5]([C:9]#[C:10][C:11]2[CH:16]=[CH:15][C:14]([C:17]3([NH:21][C:22](=[O:28])[O:23][C:24]([CH3:27])([CH3:26])[CH3:25])[CH2:20][CH2:19][CH2:18]3)=[CH:13][CH:12]=2)[CH:6]=[CH:7][CH:8]=1)#[N:2].[I:31]Cl. Product: [C:1]([C:3]1[C:4]2[O:29][C:10]([C:11]3[CH:12]=[CH:13][C:14]([C:17]4([NH:21][C:22](=[O:28])[O:23][C:24]([CH3:25])([CH3:27])[CH3:26])[CH2:18][CH2:19][CH2:20]4)=[CH:15][CH:16]=3)=[C:9]([I:31])[C:5]=2[CH:6]=[CH:7][CH:8]=1)#[N:2]. The catalyst class is: 2. (2) Reactant: Cl.[OH:2][CH:3]1[CH2:6][NH:5][CH2:4]1.C(=O)([O-])[O-].[Na+].[Na+].[CH2:13]([O:20][C:21](Cl)=[O:22])[C:14]1[CH:19]=[CH:18][CH:17]=[CH:16][CH:15]=1. Product: [OH:2][CH:3]1[CH2:6][N:5]([C:21]([O:20][CH2:13][C:14]2[CH:19]=[CH:18][CH:17]=[CH:16][CH:15]=2)=[O:22])[CH2:4]1. The catalyst class is: 72.